This data is from Catalyst prediction with 721,799 reactions and 888 catalyst types from USPTO. The task is: Predict which catalyst facilitates the given reaction. (1) The catalyst class is: 12. Product: [ClH:30].[CH2:1]([O:3][CH:4]([CH2:9][C:10]1[CH:11]=[CH:12][C:13]([O:16][CH2:17][C:18]2[N:22]([CH3:23])[C:21]3[CH:24]=[C:25]([O:28][CH3:29])[CH:26]=[CH:27][C:20]=3[N:19]=2)=[CH:14][CH:15]=1)[C:5]([OH:7])=[O:6])[CH3:2]. Reactant: [CH2:1]([O:3][CH:4]([CH2:9][C:10]1[CH:15]=[CH:14][C:13]([O:16][CH2:17][C:18]2[N:22]([CH3:23])[C:21]3[CH:24]=[C:25]([O:28][CH3:29])[CH:26]=[CH:27][C:20]=3[N:19]=2)=[CH:12][CH:11]=1)[C:5]([O:7]C)=[O:6])[CH3:2].[ClH:30]. (2) Reactant: [N:1]1([C:11]([O:13][C:14]([CH3:17])([CH3:16])[CH3:15])=[O:12])[CH2:6][CH2:5][CH:4]=[C:3]([C:7](OC)=[O:8])[CH2:2]1.[H-].C([Al+]CC(C)C)C(C)C. Product: [OH:8][CH2:7][C:3]1[CH2:2][N:1]([C:11]([O:13][C:14]([CH3:17])([CH3:16])[CH3:15])=[O:12])[CH2:6][CH2:5][CH:4]=1. The catalyst class is: 11. (3) Reactant: [Br:1][C:2]1[CH:7]=[CH:6][C:5]([S:8][CH2:9][CH2:10][NH:11][CH2:12][CH2:13][NH:14][S:15]([C:18]2[C:19]3[CH:20]=[CH:21][N:22]=[CH:23][C:24]=3[CH:25]=[CH:26][CH:27]=2)(=[O:17])=[O:16])=[CH:4][CH:3]=1.[OH:28]OS([O-])=O.[K+].[OH2:34]. Product: [Br:1][C:2]1[CH:7]=[CH:6][C:5]([S:8]([CH2:9][CH2:10][NH:11][CH2:12][CH2:13][NH:14][S:15]([C:18]2[C:19]3[CH:20]=[CH:21][N:22]=[CH:23][C:24]=3[CH:25]=[CH:26][CH:27]=2)(=[O:16])=[O:17])(=[O:28])=[O:34])=[CH:4][CH:3]=1. The catalyst class is: 5. (4) Reactant: [NH2:1][CH2:2][CH2:3][CH2:4][O:5][CH2:6][CH2:7][CH2:8][NH:9][C:10](=[O:16])[O:11][C:12]([CH3:15])([CH3:14])[CH3:13].[CH:17](=O)[CH2:18][CH3:19].C([O-])([O-])=O.[K+].[K+].[BH4-].[Na+]. Product: [CH2:17]([NH:1][CH2:2][CH2:3][CH2:4][O:5][CH2:6][CH2:7][CH2:8][NH:9][C:10](=[O:16])[O:11][C:12]([CH3:13])([CH3:15])[CH3:14])[CH2:18][CH3:19]. The catalyst class is: 24.